This data is from Peptide-MHC class II binding affinity with 134,281 pairs from IEDB. The task is: Regression. Given a peptide amino acid sequence and an MHC pseudo amino acid sequence, predict their binding affinity value. This is MHC class II binding data. (1) The peptide sequence is YFRNEQSIPPLIQKY. The MHC is HLA-DPA10103-DPB10201 with pseudo-sequence HLA-DPA10103-DPB10201. The binding affinity (normalized) is 0.230. (2) The peptide sequence is KGQKRIKCFNCGKEGHL. The MHC is HLA-DQA10501-DQB10201 with pseudo-sequence HLA-DQA10501-DQB10201. The binding affinity (normalized) is 0.0497. (3) The peptide sequence is FLLMYEMHRESLLKS. The MHC is DRB1_0901 with pseudo-sequence DRB1_0901. The binding affinity (normalized) is 0.129. (4) The peptide sequence is HCLGKWLGHPDKFVGI. The MHC is DRB1_1501 with pseudo-sequence DRB1_1501. The binding affinity (normalized) is 0.0718. (5) The MHC is HLA-DQA10601-DQB10402 with pseudo-sequence HLA-DQA10601-DQB10402. The peptide sequence is VALTLTSYLGLTQPF. The binding affinity (normalized) is 0.305. (6) The peptide sequence is IRQLERLLQAVVGAG. The MHC is DRB1_0901 with pseudo-sequence DRB1_0901. The binding affinity (normalized) is 0.438. (7) The peptide sequence is GELQIVDKIDAAFNI. The MHC is DRB1_0701 with pseudo-sequence DRB1_0701. The binding affinity (normalized) is 0.506.